From a dataset of Forward reaction prediction with 1.9M reactions from USPTO patents (1976-2016). Predict the product of the given reaction. (1) Given the reactants Cl.C(OCC)(=O)C.C(OC([NH:15][CH2:16][CH2:17][CH2:18][C:19]([NH:21][C:22]1[CH:31]=[CH:30][C:29]([Cl:32])=[CH:28][C:23]=1[C:24]([O:26][CH3:27])=[O:25])=[O:20])=O)(C)(C)C, predict the reaction product. The product is: [ClH:32].[NH2:15][CH2:16][CH2:17][CH2:18][C:19]([NH:21][C:22]1[CH:31]=[CH:30][C:29]([Cl:32])=[CH:28][C:23]=1[C:24]([O:26][CH3:27])=[O:25])=[O:20]. (2) Given the reactants Br[C:2]1[CH:7]=[CH:6][C:5]([S:8]([N:11]2[CH2:16][CH2:15][N:14]([C:17]3[CH:22]=[CH:21][C:20]([CH3:23])=[CH:19][C:18]=3[CH3:24])[CH2:13][CH2:12]2)(=[O:10])=[O:9])=[CH:4][CH:3]=1.C([O-])(=O)C.[K+].[CH3:30][O:31][C:32]1[CH:37]=[CH:36][N:35]=[C:34]([CH2:38][CH2:39][C:40]2[NH:49][C:43]3=[N:44][CH:45]=[C:46](I)[CH:47]=[C:42]3[N:41]=2)[CH:33]=1.C(=O)([O-])[O-].[K+].[K+].[Cl-].[Li+], predict the reaction product. The product is: [CH3:24][C:18]1[CH:19]=[C:20]([CH3:23])[CH:21]=[CH:22][C:17]=1[N:14]1[CH2:15][CH2:16][N:11]([S:8]([C:5]2[CH:6]=[CH:7][C:2]([C:46]3[CH:47]=[C:42]4[N:41]=[C:40]([CH2:39][CH2:38][C:34]5[CH:33]=[C:32]([O:31][CH3:30])[CH:37]=[CH:36][N:35]=5)[NH:49][C:43]4=[N:44][CH:45]=3)=[CH:3][CH:4]=2)(=[O:10])=[O:9])[CH2:12][CH2:13]1. (3) Given the reactants [NH2:1][C:2]1[C:6]([CH3:7])=[CH:5][S:4][C:3]=1[C:8]([O:10][CH3:11])=[O:9].C(N(C(C)C)CC)(C)C.[F:21][C:22]([F:33])([F:32])[C:23](O[C:23](=[O:24])[C:22]([F:33])([F:32])[F:21])=[O:24], predict the reaction product. The product is: [CH3:7][C:6]1[C:2]([NH:1][C:23](=[O:24])[C:22]([F:33])([F:32])[F:21])=[C:3]([C:8]([O:10][CH3:11])=[O:9])[S:4][CH:5]=1. (4) Given the reactants CS(C)=O.[CH2:5]([N:7]([C:15]1[S:27][C@@H:26]2[C@@H:17]([C@@H:18]3[C@@H:23]([C@@H:24]([CH2:28][OH:29])[O:25]2)[O:22][C:21]([O:31][CH3:32])([CH3:30])[C:20]([O:34][CH3:35])([CH3:33])[O:19]3)[N:16]=1)[C:8](=[O:14])[O:9][C:10]([CH3:13])([CH3:12])[CH3:11])[CH3:6].C(N(CC)CC)C, predict the reaction product. The product is: [CH2:5]([N:7]([C:15]1[S:27][C@@H:26]2[C@@H:17]([C@@H:18]3[C@@H:23]([C@@H:24]([CH:28]=[O:29])[O:25]2)[O:22][C:21]([O:31][CH3:32])([CH3:30])[C:20]([O:34][CH3:35])([CH3:33])[O:19]3)[N:16]=1)[C:8](=[O:14])[O:9][C:10]([CH3:11])([CH3:13])[CH3:12])[CH3:6]. (5) Given the reactants [Cl:1][C:2]1[CH:7]=[CH:6][CH:5]=[CH:4][C:3]=1[N:8]1[C:12](OS(C(F)(F)F)(=O)=O)=[CH:11][C:10]([C:21]([O:23][CH2:24][CH3:25])=[O:22])=[N:9]1.[SH:26][CH2:27][CH2:28][C:29]([O:31][CH2:32][CH:33]([CH2:38][CH3:39])[CH2:34][CH2:35][CH2:36][CH3:37])=[O:30].C(N(C(C)C)C(C)C)C.C1(P(C2C=CC=CC=2)C2C3OC4C(=CC=CC=4P(C4C=CC=CC=4)C4C=CC=CC=4)C(C)(C)C=3C=CC=2)C=CC=CC=1, predict the reaction product. The product is: [Cl:1][C:2]1[CH:7]=[CH:6][CH:5]=[CH:4][C:3]=1[N:8]1[C:12]([S:26][CH2:27][CH2:28][C:29]([O:31][CH2:32][CH:33]([CH2:38][CH3:39])[CH2:34][CH2:35][CH2:36][CH3:37])=[O:30])=[CH:11][C:10]([C:21]([O:23][CH2:24][CH3:25])=[O:22])=[N:9]1. (6) Given the reactants [CH2:1]([O:3][C:4]([N:6]1[C:15]2[C:10](=[N:11][C:12]([O:16][CH3:17])=[CH:13][CH:14]=2)[C@@H:9]([NH:18][C:19]2[N:24]=[C:23]([CH2:25][C:26]3[CH:31]=[C:30]([C:32]([F:35])([F:34])[F:33])[CH:29]=[C:28]([C:36]([F:39])([F:38])[F:37])[CH:27]=3)[C:22]([N:40]3[CH2:45][CH2:44][NH:43][CH2:42][CH2:41]3)=[CH:21][N:20]=2)[CH2:8][C@H:7]1[CH2:46][CH3:47])=[O:5])[CH3:2].I[CH2:49][CH2:50][OH:51].C(=O)([O-])[O-].[K+].[K+], predict the reaction product. The product is: [CH2:1]([O:3][C:4]([N:6]1[C:15]2[C:10](=[N:11][C:12]([O:16][CH3:17])=[CH:13][CH:14]=2)[CH:9]([NH:18][C:19]2[N:24]=[C:23]([CH2:25][C:26]3[CH:27]=[C:28]([C:36]([F:39])([F:37])[F:38])[CH:29]=[C:30]([C:32]([F:33])([F:35])[F:34])[CH:31]=3)[C:22]([N:40]3[CH2:45][CH2:44][N:43]([CH2:49][CH2:50][OH:51])[CH2:42][CH2:41]3)=[CH:21][N:20]=2)[CH2:8][CH:7]1[CH2:46][CH3:47])=[O:5])[CH3:2]. (7) Given the reactants C([O:9][C:10]1[C:11]([C:21]([O:23]C)=O)=[N:12][C:13]([Br:20])=[C:14]2[C:19]=1[N:18]=[CH:17][CH:16]=[CH:15]2)(=O)C1C=CC=CC=1.[CH3:25][O:26][C:27]1[C:34]([O:35][CH3:36])=[CH:33][CH:32]=[CH:31][C:28]=1[CH2:29][NH2:30], predict the reaction product. The product is: [Br:20][C:13]1[N:12]=[C:11]([C:21]([NH:30][CH2:29][C:28]2[CH:31]=[CH:32][CH:33]=[C:34]([O:35][CH3:36])[C:27]=2[O:26][CH3:25])=[O:23])[C:10]([OH:9])=[C:19]2[C:14]=1[CH:15]=[CH:16][CH:17]=[N:18]2.